From a dataset of Catalyst prediction with 721,799 reactions and 888 catalyst types from USPTO. Predict which catalyst facilitates the given reaction. (1) Product: [CH3:12][C:11]1([CH3:13])[O:7][CH:2]([CH2:3][CH2:4][CH2:5][OH:6])[CH2:1][O:8]1. The catalyst class is: 21. Reactant: [CH2:1]([OH:8])[CH:2]([OH:7])[CH2:3][CH2:4][CH2:5][OH:6].CO[C:11](OC)([CH3:13])[CH3:12].CC1C=CC(S(O)(=O)=O)=CC=1. (2) Reactant: [NH2:1][C:2]1[C:3](=[O:13])[C:4]2[C:9]([C:10](=[O:12])[CH:11]=1)=[CH:8][CH:7]=[CH:6][CH:5]=2.[H-].[Na+].[C:16](Cl)(=[O:19])[CH2:17][CH3:18]. Product: [O:13]=[C:3]1[C:4]2[C:9](=[CH:8][CH:7]=[CH:6][CH:5]=2)[C:10](=[O:12])[CH:11]=[C:2]1[NH:1][C:16](=[O:19])[CH2:17][CH3:18]. The catalyst class is: 7. (3) Reactant: [Cl:1][C:2]1[N:10]=[C:9]2[C:5]([N:6]=[CH:7][N:8]2[CH:11]2[CH2:15][CH2:14][CH2:13][CH2:12]2)=[C:4](Cl)[N:3]=1.[CH3:17][O:18][C:19]1[CH:20]=[C:21]([CH2:25][CH2:26][NH2:27])[CH:22]=[CH:23][CH:24]=1. Product: [Cl:1][C:2]1[N:10]=[C:9]2[C:5]([N:6]=[CH:7][N:8]2[CH:11]2[CH2:15][CH2:14][CH2:13][CH2:12]2)=[C:4]([NH:27][CH2:26][CH2:25][C:21]2[CH:22]=[CH:23][CH:24]=[C:19]([O:18][CH3:17])[CH:20]=2)[N:3]=1. The catalyst class is: 66. (4) Reactant: [F:1][C:2]1[CH:7]=[CH:6][CH:5]=[CH:4][C:3]=1[N:8]1[C:16]2[C:11](=[C:12]([N:17]3[CH2:21][CH2:20][NH:19][C:18]3=[O:22])[CH:13]=[CH:14][CH:15]=2)[CH:10]=[N:9]1.[H-].[Na+].Cl[CH2:26][C:27]1[O:28][CH:29]=[CH:30][N:31]=1. Product: [F:1][C:2]1[CH:7]=[CH:6][CH:5]=[CH:4][C:3]=1[N:8]1[C:16]2[C:11](=[C:12]([N:17]3[CH2:21][CH2:20][N:19]([CH2:26][C:27]4[O:28][CH:29]=[CH:30][N:31]=4)[C:18]3=[O:22])[CH:13]=[CH:14][CH:15]=2)[CH:10]=[N:9]1. The catalyst class is: 9.